This data is from Full USPTO retrosynthesis dataset with 1.9M reactions from patents (1976-2016). The task is: Predict the reactants needed to synthesize the given product. (1) Given the product [OH:26][CH2:25][C@@H:23]1[C@@H:22]([OH:27])[C@H:21]([OH:38])[C@H:20]([OH:49])[C@@H:19]([C:18]#[C:17][C:14]2[CH:13]=[CH:12][C:11]([C:10]#[C:9][C@@H:7]3[C@@H:6]([OH:60])[C@@H:5]([OH:71])[C@H:4]([OH:82])[C@@H:3]([CH2:2][OH:1])[O:8]3)=[CH:16][CH:15]=2)[O:24]1, predict the reactants needed to synthesize it. The reactants are: [OH:1][CH2:2][C@H:3]1[O:8][C@H:7]([C:9]#[C:10][C:11]2[CH:16]=[CH:15][C:14]([C:17]#[C:18][C@H:19]3[O:24][C@H:23]([CH2:25][OH:26])[C@@H:22]([O:27][Si](C(C)C)(C(C)C)C(C)C)[C@H:21]([O:38][Si](C(C)C)(C(C)C)C(C)C)[C@@H:20]3[O:49][Si](C(C)C)(C(C)C)C(C)C)=[CH:13][CH:12]=2)[C@@H:6]([O:60][Si](C(C)C)(C(C)C)C(C)C)[C@@H:5]([O:71][Si](C(C)C)(C(C)C)C(C)C)[C@@H:4]1[O:82][Si](C(C)C)(C(C)C)C(C)C. (2) Given the product [Cl:1][C:2]1[CH:6]=[N:5][N:4]([CH3:7])[C:3]=1[C:8]1[CH:9]=[C:10]([NH:16][C:25]([NH:24][C:21]2[CH:22]=[CH:23][C:18]([Cl:17])=[CH:19][CH:20]=2)=[O:26])[CH:11]=[CH:12][C:13]=1[O:14][CH3:15], predict the reactants needed to synthesize it. The reactants are: [Cl:1][C:2]1[CH:6]=[N:5][N:4]([CH3:7])[C:3]=1[C:8]1[CH:9]=[C:10]([NH2:16])[CH:11]=[CH:12][C:13]=1[O:14][CH3:15].[Cl:17][C:18]1[CH:23]=[CH:22][C:21]([N:24]=[C:25]=[O:26])=[CH:20][CH:19]=1. (3) The reactants are: Br.Br[CH2:3][C:4]([C:6]1[CH:7]=[N:8][CH:9]=[CH:10][CH:11]=1)=[O:5].[N-:12]=[N+:13]=[N-:14].[Na+].C([O-])(O)=O.[Na+]. Given the product [N:12]([CH2:3][C:4]([C:6]1[CH:7]=[N:8][CH:9]=[CH:10][CH:11]=1)=[O:5])=[N+:13]=[N-:14], predict the reactants needed to synthesize it. (4) The reactants are: [Cl:1][C:2]1[CH:10]=[CH:9][C:8]([C:11]2[CH:12]=[CH:13][C:14]([C:46]3C=[CH:50][CH:49]=[CH:48][N:47]=3)=[N:15][C:16]=2[C@@H:17]([NH:27][C:28](=[O:45])[CH2:29][N:30]2[C:34]3[C:35]([F:40])([F:39])[C@@H:36]4[CH2:38][C@@H:37]4[C:33]=3[C:32]([C:41]([F:44])([F:43])[F:42])=[N:31]2)[CH2:18][C:19]2[CH:24]=[C:23]([F:25])[CH:22]=[C:21]([F:26])[CH:20]=2)=[C:7]2[C:3]=1[C:4]([NH:53][S:54]([CH3:57])(=[O:56])=[O:55])=[N:5][N:6]2[CH3:52].C([Sn](CCCC)(CCCC)C1N=CC=C[N:64]=1)CCC. Given the product [Cl:1][C:2]1[CH:10]=[CH:9][C:8]([C:11]2[C:16]([C@@H:17]([NH:27][C:28](=[O:45])[CH2:29][N:30]3[C:34]4[C:35]([F:39])([F:40])[C@@H:36]5[CH2:38][C@@H:37]5[C:33]=4[C:32]([C:41]([F:43])([F:42])[F:44])=[N:31]3)[CH2:18][C:19]3[CH:24]=[C:23]([F:25])[CH:22]=[C:21]([F:26])[CH:20]=3)=[N:15][C:14]([C:46]3[N:47]=[CH:48][CH:49]=[CH:50][N:64]=3)=[CH:13][CH:12]=2)=[C:7]2[C:3]=1[C:4]([NH:53][S:54]([CH3:57])(=[O:55])=[O:56])=[N:5][N:6]2[CH3:52], predict the reactants needed to synthesize it. (5) Given the product [CH2:20]([O:19][C:16]1[N:17]=[CH:18][C:13]([OH:25])=[CH:14][CH:15]=1)[CH:21]([CH3:23])[CH3:22], predict the reactants needed to synthesize it. The reactants are: [Li]CCCC.CCCCCC.Br[C:13]1[CH:14]=[CH:15][C:16]([O:19][CH2:20][CH:21]([CH3:23])[CH3:22])=[N:17][CH:18]=1.B(OC)(OC)[O:25]C.